This data is from Forward reaction prediction with 1.9M reactions from USPTO patents (1976-2016). The task is: Predict the product of the given reaction. (1) Given the reactants Cl[C:2]1[N:7]=[CH:6][C:5]([CH2:8][N:9]2[CH2:13][C@@H:12]([CH3:14])[O:11][C:10]2=[O:15])=[CH:4][CH:3]=1.[CH:16]1([CH:22]([OH:24])[CH3:23])[CH2:21][CH2:20][CH2:19][CH2:18][CH2:17]1.CC(C)([O-])C, predict the reaction product. The product is: [CH:16]1([CH:22]([O:24][C:2]2[N:7]=[CH:6][C:5]([CH2:8][N:9]3[CH2:13][C@@H:12]([CH3:14])[O:11][C:10]3=[O:15])=[CH:4][CH:3]=2)[CH3:23])[CH2:21][CH2:20][CH2:19][CH2:18][CH2:17]1. (2) The product is: [CH2:26]([O:25][C:23](=[O:24])[CH2:22][C@H:21]([NH:28][C:5](=[O:7])[C:4]1[CH:8]=[CH:9][C:10]([CH3:11])=[C:2]([Br:1])[CH:3]=1)[CH2:20][C:15]1[CH:16]=[CH:17][CH:18]=[CH:19][C:14]=1[Cl:13])[CH3:27]. Given the reactants [Br:1][C:2]1[CH:3]=[C:4]([CH:8]=[CH:9][C:10]=1[CH3:11])[C:5]([OH:7])=O.[Cl-].[Cl:13][C:14]1[CH:19]=[CH:18][CH:17]=[CH:16][C:15]=1[CH2:20][C@@H:21]([NH3+:28])[CH2:22][C:23]([O:25][CH2:26][CH3:27])=[O:24].CCN(C(C)C)C(C)C.CN(C(ON1N=NC2C=CC=NC1=2)=[N+](C)C)C.F[P-](F)(F)(F)(F)F, predict the reaction product.